Predict the product of the given reaction. From a dataset of Forward reaction prediction with 1.9M reactions from USPTO patents (1976-2016). Given the reactants Cl[C:2]1[N:7]2[CH:8]=[CH:9][N:10]=[C:6]2[CH:5]=[C:4]([C:11]2[CH:16]=[CH:15][N:14]=[C:13]([Cl:17])[CH:12]=2)[N:3]=1.[C:18]([N:25]1[CH2:30][C@@H:29]2[CH2:31][CH:26]1[CH2:27][NH:28]2)([O:20][C:21]([CH3:24])([CH3:23])[CH3:22])=[O:19].C([O-])([O-])=O.[K+].[K+].CCN(C(C)C)C(C)C, predict the reaction product. The product is: [C:21]([O:20][C:18]([N:25]1[CH2:30][C@@H:29]2[CH2:31][C@H:26]1[CH2:27][N:28]2[C:2]1[N:7]2[CH:8]=[CH:9][N:10]=[C:6]2[CH:5]=[C:4]([C:11]2[CH:16]=[CH:15][N:14]=[C:13]([Cl:17])[CH:12]=2)[N:3]=1)=[O:19])([CH3:24])([CH3:22])[CH3:23].